Dataset: Full USPTO retrosynthesis dataset with 1.9M reactions from patents (1976-2016). Task: Predict the reactants needed to synthesize the given product. (1) Given the product [F:8][C:7]1[CH:6]=[CH:5][C:4]([N+:9]([O-:11])=[O:10])=[CH:3][C:2]=1[C:22]1[CH:21]=[CH:2][CH:3]=[CH:4][N:9]=1, predict the reactants needed to synthesize it. The reactants are: Br[C:2]1[CH:3]=[C:4]([N+:9]([O-:11])=[O:10])[CH:5]=[CH:6][C:7]=1[F:8].C(=O)(O)[O-].[Na+].O1[CH2:22][CH2:21]OCC1. (2) The reactants are: [Li]CCCC.CCCCC.[C:11]([Si:15]([CH3:27])([CH3:26])[O:16][C:17]1[CH:18]=[C:19]2[C:23](=[CH:24][CH:25]=1)[NH:22][CH:21]=[CH:20]2)([CH3:14])([CH3:13])[CH3:12].[Si:28](Cl)([C:31]([CH3:34])([CH3:33])[CH3:32])([CH3:30])[CH3:29].[Br:36]N1C(=O)CCC1=O. Given the product [Br:36][C:20]1[C:19]2[C:23](=[CH:24][CH:25]=[C:17]([O:16][Si:15]([C:11]([CH3:14])([CH3:13])[CH3:12])([CH3:27])[CH3:26])[CH:18]=2)[N:22]([Si:28]([C:31]([CH3:34])([CH3:33])[CH3:32])([CH3:30])[CH3:29])[CH:21]=1, predict the reactants needed to synthesize it. (3) The reactants are: Cl[Si](C)(C)C.[F:6][C:7]1[CH:12]=[CH:11][C:10]([CH:13]([N:15]2[CH2:20][CH2:19][CH2:18][CH2:17][C:16]2=[O:21])[CH3:14])=[CH:9][CH:8]=1.CN(C)CCN(C)C.[I:30]I.S([O-])([O-])(=O)=S.[Na+].[Na+]. Given the product [F:6][C:7]1[CH:8]=[CH:9][C:10]([CH:13]([N:15]2[CH2:20][CH2:19][CH2:18][CH:17]([I:30])[C:16]2=[O:21])[CH3:14])=[CH:11][CH:12]=1, predict the reactants needed to synthesize it. (4) The reactants are: [F:1][C:2]1[CH:3]=[C:4]2[C:9](=[CH:10][CH:11]=1)[C:8](=[O:12])[NH:7][CH2:6][CH2:5]2.I[C:14]1[CH:15]=[N:16][CH:17]=[CH:18][C:19]=1[CH:20]1[CH2:22][CH2:21]1.P([O-])([O-])([O-])=O.[K+].[K+].[K+]. Given the product [CH:20]1([C:19]2[CH:18]=[CH:17][N:16]=[CH:15][C:14]=2[N:7]2[CH2:6][CH2:5][C:4]3[C:9](=[CH:10][CH:11]=[C:2]([F:1])[CH:3]=3)[C:8]2=[O:12])[CH2:22][CH2:21]1, predict the reactants needed to synthesize it. (5) The reactants are: [P:1](=[O:5])([OH:4])([OH:3])[OH:2].[Br:6][C:7]1[CH:25]=[N:24][C:10]2[N:11]=[C:12]([N:18]3[CH2:21][CH:20]([NH:22][CH3:23])[CH2:19]3)[C:13]3[N:14]([CH:15]=[N:16][N:17]=3)[C:9]=2[CH:8]=1. Given the product [P:1](=[O:2])([OH:5])([OH:4])[OH:3].[Br:6][C:7]1[CH:25]=[N:24][C:10]2[N:11]=[C:12]([N:18]3[CH2:21][CH:20]([NH:22][CH3:23])[CH2:19]3)[C:13]3[N:14]([CH:15]=[N:16][N:17]=3)[C:9]=2[CH:8]=1, predict the reactants needed to synthesize it. (6) The reactants are: [Cl:1][C:2]1[CH:3]=[C:4]2[C:8](=[CH:9][CH:10]=1)[N:7]([CH2:11][CH2:12][CH2:13][S:14][CH3:15])[C:6]([CH2:16][OH:17])=[CH:5]2.[C:18]([Si:22](Cl)([CH3:24])[CH3:23])([CH3:21])([CH3:20])[CH3:19].C(N(CC)CC)C. Given the product [Si:22]([O:17][CH2:16][C:6]1[N:7]([CH2:11][CH2:12][CH2:13][S:14][CH3:15])[C:8]2[C:4]([CH:5]=1)=[CH:3][C:2]([Cl:1])=[CH:10][CH:9]=2)([C:18]([CH3:21])([CH3:20])[CH3:19])([CH3:24])[CH3:23], predict the reactants needed to synthesize it. (7) Given the product [ClH:36].[ClH:36].[O:1]1[CH2:6][CH2:5][N:4]([C:7]2[CH:8]=[CH:9][C:10]3[C:11](=[O:29])[N:12]4[CH2:21][CH2:20][NH:19][CH2:18][CH:13]4[CH2:14][O:15][C:16]=3[N:17]=2)[CH2:3][CH2:2]1, predict the reactants needed to synthesize it. The reactants are: [O:1]1[CH2:6][CH2:5][N:4]([C:7]2[CH:8]=[CH:9][C:10]3[C:11](=[O:29])[N:12]4[CH2:21][CH2:20][N:19](C(OC(C)(C)C)=O)[CH2:18][CH:13]4[CH2:14][O:15][C:16]=3[N:17]=2)[CH2:3][CH2:2]1.C(OCC)(=O)C.[ClH:36].